Dataset: NCI-60 drug combinations with 297,098 pairs across 59 cell lines. Task: Regression. Given two drug SMILES strings and cell line genomic features, predict the synergy score measuring deviation from expected non-interaction effect. (1) Drug 1: COC1=CC(=CC(=C1O)OC)C2C3C(COC3=O)C(C4=CC5=C(C=C24)OCO5)OC6C(C(C7C(O6)COC(O7)C8=CC=CS8)O)O. Drug 2: CN1C2=C(C=C(C=C2)N(CCCl)CCCl)N=C1CCCC(=O)O.Cl. Cell line: MALME-3M. Synergy scores: CSS=33.0, Synergy_ZIP=-3.57, Synergy_Bliss=2.92, Synergy_Loewe=-30.8, Synergy_HSA=3.51. (2) Drug 1: CC1=C2C(C(=O)C3(C(CC4C(C3C(C(C2(C)C)(CC1OC(=O)C(C(C5=CC=CC=C5)NC(=O)OC(C)(C)C)O)O)OC(=O)C6=CC=CC=C6)(CO4)OC(=O)C)O)C)O. Drug 2: C1=CC=C(C(=C1)C(C2=CC=C(C=C2)Cl)C(Cl)Cl)Cl. Cell line: HS 578T. Synergy scores: CSS=3.07, Synergy_ZIP=-0.441, Synergy_Bliss=4.34, Synergy_Loewe=3.91, Synergy_HSA=4.10. (3) Drug 1: CC1=C2C(C(=O)C3(C(CC4C(C3C(C(C2(C)C)(CC1OC(=O)C(C(C5=CC=CC=C5)NC(=O)OC(C)(C)C)O)O)OC(=O)C6=CC=CC=C6)(CO4)OC(=O)C)OC)C)OC. Drug 2: C1=CC(=CC=C1CCCC(=O)O)N(CCCl)CCCl. Cell line: SF-268. Synergy scores: CSS=57.2, Synergy_ZIP=-2.70, Synergy_Bliss=-3.83, Synergy_Loewe=-0.974, Synergy_HSA=1.68. (4) Drug 1: CS(=O)(=O)CCNCC1=CC=C(O1)C2=CC3=C(C=C2)N=CN=C3NC4=CC(=C(C=C4)OCC5=CC(=CC=C5)F)Cl. Drug 2: CCN(CC)CCCC(C)NC1=C2C=C(C=CC2=NC3=C1C=CC(=C3)Cl)OC. Cell line: UACC62. Synergy scores: CSS=5.66, Synergy_ZIP=0.730, Synergy_Bliss=4.39, Synergy_Loewe=2.05, Synergy_HSA=2.08. (5) Drug 1: C1=CN(C(=O)N=C1N)C2C(C(C(O2)CO)O)O.Cl. Drug 2: CCCCC(=O)OCC(=O)C1(CC(C2=C(C1)C(=C3C(=C2O)C(=O)C4=C(C3=O)C=CC=C4OC)O)OC5CC(C(C(O5)C)O)NC(=O)C(F)(F)F)O. Synergy scores: CSS=27.2, Synergy_ZIP=-4.51, Synergy_Bliss=-3.78, Synergy_Loewe=-1.64, Synergy_HSA=-0.570. Cell line: HS 578T. (6) Drug 1: COC1=CC(=CC(=C1O)OC)C2C3C(COC3=O)C(C4=CC5=C(C=C24)OCO5)OC6C(C(C7C(O6)COC(O7)C8=CC=CS8)O)O. Drug 2: C1=NC(=NC(=O)N1C2C(C(C(O2)CO)O)O)N. Cell line: SF-539. Synergy scores: CSS=46.4, Synergy_ZIP=-0.511, Synergy_Bliss=2.01, Synergy_Loewe=-8.59, Synergy_HSA=1.96. (7) Drug 1: C1=C(C(=O)NC(=O)N1)N(CCCl)CCCl. Drug 2: CCN(CC)CCNC(=O)C1=C(NC(=C1C)C=C2C3=C(C=CC(=C3)F)NC2=O)C. Cell line: NCI-H322M. Synergy scores: CSS=-4.08, Synergy_ZIP=1.61, Synergy_Bliss=1.74, Synergy_Loewe=-0.868, Synergy_HSA=-0.746. (8) Drug 1: CC1=C(C=C(C=C1)C(=O)NC2=CC(=CC(=C2)C(F)(F)F)N3C=C(N=C3)C)NC4=NC=CC(=N4)C5=CN=CC=C5. Drug 2: CC1CCC2CC(C(=CC=CC=CC(CC(C(=O)C(C(C(=CC(C(=O)CC(OC(=O)C3CCCCN3C(=O)C(=O)C1(O2)O)C(C)CC4CCC(C(C4)OC)OCCO)C)C)O)OC)C)C)C)OC. Cell line: PC-3. Synergy scores: CSS=11.1, Synergy_ZIP=3.51, Synergy_Bliss=6.75, Synergy_Loewe=-4.66, Synergy_HSA=-1.85. (9) Drug 1: CC1=C(C=C(C=C1)C(=O)NC2=CC(=CC(=C2)C(F)(F)F)N3C=C(N=C3)C)NC4=NC=CC(=N4)C5=CN=CC=C5. Synergy scores: CSS=11.4, Synergy_ZIP=-5.78, Synergy_Bliss=4.53, Synergy_Loewe=-1.25, Synergy_HSA=1.74. Drug 2: N.N.Cl[Pt+2]Cl. Cell line: SNB-75.